From a dataset of Reaction yield outcomes from USPTO patents with 853,638 reactions. Predict the reaction yield, written as a fraction of the theoretical maximum amount of product (1.0 means a 100% yield; for example, 0.34 means a 34% yield). The reactants are C([O:3][C:4](=O)[C:5]1[CH:10]=[C:9]([N+:11]([O-])=O)[C:8]([S:14][CH2:15][C:16](OCC)=[O:17])=[CH:7][C:6]=1[F:21])C.C(OC(=O)C1C=C([N+]([O-])=O)C(F)=CC=1F)C.CCN(CC)CC.SCC(OCC)=O. The catalyst is C(Cl)Cl. The product is [F:21][C:6]1[C:5]([CH:4]=[O:3])=[CH:10][C:9]2[NH:11][C:16](=[O:17])[CH2:15][S:14][C:8]=2[CH:7]=1. The yield is 0.960.